The task is: Regression. Given a peptide amino acid sequence and an MHC pseudo amino acid sequence, predict their binding affinity value. This is MHC class II binding data.. This data is from Peptide-MHC class II binding affinity with 134,281 pairs from IEDB. (1) The peptide sequence is AAATAGTTVYGAFPA. The MHC is HLA-DQA10102-DQB10602 with pseudo-sequence HLA-DQA10102-DQB10602. The binding affinity (normalized) is 0.789. (2) The peptide sequence is AMSKVRKDISEWQPS. The MHC is HLA-DQA10102-DQB10501 with pseudo-sequence HLA-DQA10102-DQB10501. The binding affinity (normalized) is 0.485. (3) The peptide sequence is GTSFVYVPSALNPAD. The MHC is DRB1_0405 with pseudo-sequence DRB1_0405. The binding affinity (normalized) is 0.580. (4) The peptide sequence is CQDLELSWNLNGLQAY. The MHC is HLA-DQA10301-DQB10302 with pseudo-sequence HLA-DQA10301-DQB10302. The binding affinity (normalized) is 0.253. (5) The peptide sequence is QQLIFCMDVVLQQHNIAHGR. The MHC is DRB1_0301 with pseudo-sequence DRB1_0301. The binding affinity (normalized) is 0. (6) The peptide sequence is RQLQKIERWFVRNPF. The MHC is DRB4_0103 with pseudo-sequence DRB4_0103. The binding affinity (normalized) is 0.770. (7) The peptide sequence is YVDEHLMCEIEGHHL. The MHC is HLA-DPA10103-DPB10201 with pseudo-sequence HLA-DPA10103-DPB10201. The binding affinity (normalized) is 0.235.